This data is from Full USPTO retrosynthesis dataset with 1.9M reactions from patents (1976-2016). The task is: Predict the reactants needed to synthesize the given product. (1) The reactants are: [Cl:1][C:2]1[CH:7]=[CH:6][C:5](B2OC(C)(C)C(C)(C)O2)=[CH:4][C:3]=1[NH:17][S:18]([C:21]1[CH:26]=[CH:25][CH:24]=[CH:23][CH:22]=1)(=[O:20])=[O:19].Br[C:28]1[C:29]([CH3:35])=[N:30][C:31]([NH2:34])=[N:32][CH:33]=1.C(Cl)Cl. Given the product [NH2:34][C:31]1[N:30]=[C:29]([CH3:35])[C:28]([C:5]2[CH:6]=[CH:7][C:2]([Cl:1])=[C:3]([NH:17][S:18]([C:21]3[CH:22]=[CH:23][CH:24]=[CH:25][CH:26]=3)(=[O:19])=[O:20])[CH:4]=2)=[CH:33][N:32]=1, predict the reactants needed to synthesize it. (2) Given the product [CH:21]12[CH2:29][CH2:28][CH:25]([CH2:26][CH2:27]1)[CH2:24][N:23]([C:2]1[N:7]=[C:6]([C:8]3[CH:20]=[CH:19][C:11]4[N:12]=[C:13]([NH2:15])[S:14][C:10]=4[CH:9]=3)[CH:5]=[N:4][CH:3]=1)[CH2:22]2, predict the reactants needed to synthesize it. The reactants are: Cl[C:2]1[N:7]=[C:6]([C:8]2[CH:20]=[CH:19][C:11]3[N:12]=[C:13]([NH:15]C(=O)C)[S:14][C:10]=3[CH:9]=2)[CH:5]=[N:4][CH:3]=1.[CH:21]12[CH2:29][CH2:28][CH:25]([CH2:26][CH2:27]1)[CH2:24][NH:23][CH2:22]2. (3) Given the product [Br:1][C:2]1[CH:3]=[CH:4][C:5]([CH:8]([OH:10])[CH3:9])=[N:6][CH:7]=1, predict the reactants needed to synthesize it. The reactants are: [Br:1][C:2]1[CH:3]=[CH:4][C:5]([C:8](=[O:10])[CH3:9])=[N:6][CH:7]=1.[BH4-].[Na+].O.Cl. (4) Given the product [F:1][C:2]1[CH:3]=[C:4]([NH:8][C:9]2[N:14]=[C:13]([NH:15][CH2:16][CH2:17][CH3:18])[C:12]([C:19]#[C:20][C:21]([CH3:25])([CH3:26])[CH2:22][CH2:23][N:31]3[C:27](=[O:37])[C:28]4[C:29](=[CH:33][CH:34]=[CH:35][CH:36]=4)[C:30]3=[O:32])=[CH:11][N:10]=2)[CH:5]=[CH:6][CH:7]=1, predict the reactants needed to synthesize it. The reactants are: [F:1][C:2]1[CH:3]=[C:4]([NH:8][C:9]2[N:14]=[C:13]([NH:15][CH2:16][CH2:17][CH3:18])[C:12]([C:19]#[C:20][C:21]([CH3:26])([CH3:25])[CH2:22][CH2:23]O)=[CH:11][N:10]=2)[CH:5]=[CH:6][CH:7]=1.[C:27]1(=[O:37])[NH:31][C:30](=[O:32])[C:29]2=[CH:33][CH:34]=[CH:35][CH:36]=[C:28]12.C1(P(C2C=CC=CC=2)C2C=CC=CC=2)C=CC=CC=1.N(C(OC(C)C)=O)=NC(OC(C)C)=O. (5) The reactants are: [OH:1][C:2]1[C:9]([CH3:10])=[C:8]([CH3:11])[C:5]([CH:6]=[O:7])=[C:4]([CH3:12])[C:3]=1[CH3:13].[H-].[Na+].Br[CH2:17][C:18]#[C:19][CH2:20][CH3:21].Cl. Given the product [CH3:12][C:4]1[C:3]([CH3:13])=[C:2]([O:1][CH2:17][C:18]#[C:19][CH2:20][CH3:21])[C:9]([CH3:10])=[C:8]([CH3:11])[C:5]=1[CH:6]=[O:7], predict the reactants needed to synthesize it. (6) The reactants are: C(O[CH:4]=[C:5]([C:11](=[O:18])[NH:12][C:13]([O:15]CC)=O)[C:6]([O:8][CH2:9][CH3:10])=[O:7])C.[NH2:19][C:20]1[CH:21]=[CH:22][C:23]2[N:28]([CH3:29])[C:27](=[O:30])[O:26][CH2:25][C:24]=2[CH:31]=1.CC(C)([O-])C.[K+].Cl. Given the product [CH3:29][N:28]1[C:23]2[CH:22]=[CH:21][C:20]([N:19]3[CH:4]=[C:5]([C:6]([O:8][CH2:9][CH3:10])=[O:7])[C:11](=[O:18])[NH:12][C:13]3=[O:15])=[CH:31][C:24]=2[CH2:25][O:26][C:27]1=[O:30], predict the reactants needed to synthesize it.